From a dataset of Forward reaction prediction with 1.9M reactions from USPTO patents (1976-2016). Predict the product of the given reaction. (1) Given the reactants Cl[C:2]1[C:7]([N+:8]([O-:10])=[O:9])=[CH:6][CH:5]=[C:4]([Cl:11])[N:3]=1.[NH2:12][CH:13]([CH2:20][C:21]([O:23][CH2:24][CH3:25])=[O:22])[CH2:14][C:15]([O:17][CH2:18][CH3:19])=[O:16].C([O-])(O)=O.[Na+], predict the reaction product. The product is: [Cl:11][C:4]1[N:3]=[C:2]([NH:12][CH:13]([CH2:14][C:15]([O:17][CH2:18][CH3:19])=[O:16])[CH2:20][C:21]([O:23][CH2:24][CH3:25])=[O:22])[C:7]([N+:8]([O-:10])=[O:9])=[CH:6][CH:5]=1. (2) The product is: [CH2:2]([CH:3]1[C:4](=[O:5])[N:11]([C:14]2[CH:15]=[CH:16][C:17]([O:20][C:21](=[O:30])[N:22]([CH3:29])[C:23]3[CH:24]=[CH:25][CH:26]=[CH:27][CH:28]=3)=[N:18][CH:19]=2)[C:12](=[S:13])[NH:8]1)[CH3:1]. Given the reactants [CH3:1][CH2:2][CH:3]([NH2:8])[C:4](OC)=[O:5].Cl.Cl.[N:11]([C:14]1[CH:15]=[CH:16][C:17]([O:20][C:21](=[O:30])[N:22]([CH3:29])[C:23]2[CH:28]=[CH:27][CH:26]=[CH:25][CH:24]=2)=[N:18][CH:19]=1)=[C:12]=[S:13].CO.C(N(CC)CC)C, predict the reaction product. (3) Given the reactants Br[C:2]1[CH:11]=[C:10]2[C:5]([N:6]=[CH:7][CH:8]=[N:9]2)=[C:4]([O:12][CH:13]2[CH2:18][CH2:17][CH:16]([N:19]3[C:27](=[O:28])[C:26]4[C:21](=[CH:22][CH:23]=[CH:24][CH:25]=4)[C:20]3=[O:29])[CH2:15][CH2:14]2)[CH:3]=1.[NH:30]1[CH2:35][CH2:34][O:33][CH2:32][CH2:31]1.C([O-])([O-])=O.[Cs+].[Cs+].C1C=CC(P(C2C(C3C(P(C4C=CC=CC=4)C4C=CC=CC=4)=CC=C4C=3C=CC=C4)=C3C(C=CC=C3)=CC=2)C2C=CC=CC=2)=CC=1, predict the reaction product. The product is: [O:33]1[CH2:34][CH2:35][N:30]([C:2]2[CH:11]=[C:10]3[C:5]([N:6]=[CH:7][CH:8]=[N:9]3)=[C:4]([O:12][C@@H:13]3[CH2:18][CH2:17][C@H:16]([N:19]4[C:27](=[O:28])[C:26]5[C:21](=[CH:22][CH:23]=[CH:24][CH:25]=5)[C:20]4=[O:29])[CH2:15][CH2:14]3)[CH:3]=2)[CH2:31][CH2:32]1.